Dataset: NCI-60 drug combinations with 297,098 pairs across 59 cell lines. Task: Regression. Given two drug SMILES strings and cell line genomic features, predict the synergy score measuring deviation from expected non-interaction effect. (1) Drug 1: C1=CC(=C2C(=C1NCCNCCO)C(=O)C3=C(C=CC(=C3C2=O)O)O)NCCNCCO. Drug 2: CC1=C(C(=CC=C1)Cl)NC(=O)C2=CN=C(S2)NC3=CC(=NC(=N3)C)N4CCN(CC4)CCO. Cell line: NCI-H460. Synergy scores: CSS=57.9, Synergy_ZIP=3.23, Synergy_Bliss=2.38, Synergy_Loewe=1.38, Synergy_HSA=4.78. (2) Drug 1: CS(=O)(=O)C1=CC(=C(C=C1)C(=O)NC2=CC(=C(C=C2)Cl)C3=CC=CC=N3)Cl. Drug 2: CC12CCC3C(C1CCC2O)C(CC4=C3C=CC(=C4)O)CCCCCCCCCS(=O)CCCC(C(F)(F)F)(F)F. Cell line: A549. Synergy scores: CSS=11.8, Synergy_ZIP=-3.33, Synergy_Bliss=2.62, Synergy_Loewe=1.13, Synergy_HSA=2.44. (3) Drug 2: COC1=C2C(=CC3=C1OC=C3)C=CC(=O)O2. Synergy scores: CSS=22.0, Synergy_ZIP=3.73, Synergy_Bliss=2.18, Synergy_Loewe=-22.5, Synergy_HSA=-2.17. Cell line: RPMI-8226. Drug 1: CN(CCCl)CCCl.Cl. (4) Drug 1: C1C(C(OC1N2C=NC3=C(N=C(N=C32)Cl)N)CO)O. Drug 2: C(CN)CNCCSP(=O)(O)O. Cell line: HCT-15. Synergy scores: CSS=50.4, Synergy_ZIP=5.46, Synergy_Bliss=3.78, Synergy_Loewe=-63.3, Synergy_HSA=2.42.